Dataset: Catalyst prediction with 721,799 reactions and 888 catalyst types from USPTO. Task: Predict which catalyst facilitates the given reaction. (1) Reactant: [CH2:1]([C@H:8]1[NH:13][C:12](=O)[CH2:11][N:10]([C:15]2[CH:20]=[CH:19][C:18]([O:21][CH3:22])=[C:17]([O:23][CH:24]3[CH2:28][CH2:27][CH2:26][CH2:25]3)[CH:16]=2)[CH2:9]1)[C:2]1[CH:7]=[CH:6][CH:5]=[CH:4][CH:3]=1.[H-].[Al+3].[Li+].[H-].[H-].[H-]. Product: [CH2:1]([C@H:8]1[NH:13][CH2:12][CH2:11][N:10]([C:15]2[CH:20]=[CH:19][C:18]([O:21][CH3:22])=[C:17]([O:23][CH:24]3[CH2:28][CH2:27][CH2:26][CH2:25]3)[CH:16]=2)[CH2:9]1)[C:2]1[CH:3]=[CH:4][CH:5]=[CH:6][CH:7]=1. The catalyst class is: 1. (2) Reactant: Cl.[C:2]([C:5]1[CH:10]=[CH:9][C:8]([CH2:11][NH:12][C:13]([C:15]2[CH:19]=[C:18]([CH3:20])[N:17]([C:21]3[CH:26]=[CH:25][C:24]([F:27])=[CH:23][CH:22]=3)[C:16]=2[CH3:28])=[O:14])=[CH:7][CH:6]=1)(=[NH:4])[NH2:3].C(=O)([O-])[O-].[K+].[K+].Cl[C:36]([O:38][CH2:39][CH2:40][CH3:41])=[O:37]. Product: [NH2:4]/[C:2](=[N:3]\[C:36](=[O:37])[O:38][CH2:39][CH2:40][CH3:41])/[C:5]1[CH:10]=[CH:9][C:8]([CH2:11][NH:12][C:13]([C:15]2[CH:19]=[C:18]([CH3:20])[N:17]([C:21]3[CH:22]=[CH:23][C:24]([F:27])=[CH:25][CH:26]=3)[C:16]=2[CH3:28])=[O:14])=[CH:7][CH:6]=1. The catalyst class is: 132.